This data is from Forward reaction prediction with 1.9M reactions from USPTO patents (1976-2016). The task is: Predict the product of the given reaction. (1) Given the reactants [NH:1]1[CH:5]=[CH:4][N:3]=[C:2]1[CH:6]=[O:7].CN1C[CH2:12][CH2:11][C:10]1=O.BrCCC.C(=O)([O-])[O-].[K+].[K+], predict the reaction product. The product is: [CH2:10]([N:1]1[CH:5]=[CH:4][N:3]=[C:2]1[CH:6]=[O:7])[CH2:11][CH3:12]. (2) Given the reactants [Cl:1][C:2]1[CH:3]=[C:4]([CH2:22][C:23]([OH:25])=[O:24])[CH:5]=[CH:6][C:7]=1[O:8][C:9]1[CH:18]=[CH:17][C:12]2[NH:13][C:14]([CH3:16])=[N:15][C:11]=2[C:10]=1[N+:19]([O-:21])=[O:20].[CH3:26]O, predict the reaction product. The product is: [Cl:1][C:2]1[CH:3]=[C:4]([CH2:22][C:23]([O:25][CH3:26])=[O:24])[CH:5]=[CH:6][C:7]=1[O:8][C:9]1[CH:18]=[CH:17][C:12]2[NH:13][C:14]([CH3:16])=[N:15][C:11]=2[C:10]=1[N+:19]([O-:21])=[O:20]. (3) Given the reactants [OH:1][C:2]1[CH:3]=[C:4]([C@@H:8]2[CH2:12][C:11]3([CH2:17][CH2:16][N:15](C(OC(C)(C)C)=O)[CH2:14][CH2:13]3)[O:10][CH2:9]2)[CH:5]=[CH:6][CH:7]=1.C(=O)([O-])[O-].[Cs+].[Cs+].[Br:31][C:32]1[CH:33]=[CH:34][C:35]([Cl:38])=[N:36][CH:37]=1.Cl.O1CCOCC1, predict the reaction product. The product is: [ClH:38].[Br:31][C:32]1[CH:33]=[CH:34][C:35]([O:1][C:2]2[CH:3]=[C:4]([C@@H:8]3[CH2:12][C:11]4([CH2:13][CH2:14][NH:15][CH2:16][CH2:17]4)[O:10][CH2:9]3)[CH:5]=[CH:6][CH:7]=2)=[N:36][CH:37]=1. (4) Given the reactants Cl.Cl.Cl[CH2:4][CH2:5][N:6]1[CH2:11][CH2:10][C:9]([CH2:17][CH2:18][CH2:19][C:20]2[C:29]3[C:24](=[CH:25][CH:26]=[C:27]([O:30][CH3:31])[CH:28]=3)[N:23]=[CH:22][C:21]=2[F:32])([C:12]([O:14][CH2:15][CH3:16])=[O:13])[CH2:8][CH2:7]1.[SH:33][C:34]1[S:35][CH2:36][CH2:37][N:38]=1.C(N(CC)CC)C, predict the reaction product. The product is: [F:32][C:21]1[CH:22]=[N:23][C:24]2[C:29]([C:20]=1[CH2:19][CH2:18][CH2:17][C:9]1([C:12]([O:14][CH2:15][CH3:16])=[O:13])[CH2:10][CH2:11][N:6]([CH2:5][CH2:4][S:33][C:34]3[S:35][CH2:36][CH2:37][N:38]=3)[CH2:7][CH2:8]1)=[CH:28][C:27]([O:30][CH3:31])=[CH:26][CH:25]=2. (5) Given the reactants [Cl:1][C:2]1[CH:3]=[C:4]2[C:9](=[CH:10][CH:11]=1)[C:8]([C:13]1[CH:18]=[CH:17][C:16]([Cl:19])=[CH:15][CH:14]=1)([CH3:12])[C:7](=[O:20])[C:6]([C:21]([NH:23][CH2:24][C:25]([O:27]C(C)(C)C)=[O:26])=[O:22])=[C:5]2[OH:32].C(O)(C(F)(F)F)=O, predict the reaction product. The product is: [Cl:1][C:2]1[CH:3]=[C:4]2[C:9](=[CH:10][CH:11]=1)[C:8]([C:13]1[CH:14]=[CH:15][C:16]([Cl:19])=[CH:17][CH:18]=1)([CH3:12])[C:7](=[O:20])[C:6]([C:21]([NH:23][CH2:24][C:25]([OH:27])=[O:26])=[O:22])=[C:5]2[OH:32]. (6) Given the reactants [Cl:1][C:2]([Cl:13])([Cl:12])[C:3]([C:5]1[NH:6][C:7]([Br:11])=[C:8]([Br:10])[CH:9]=1)=[O:4].Cl.N[C:16]1NC=C(CCCC(NCCCCCCCCCCCC)=O)N=1, predict the reaction product. The product is: [Cl:13][C:2]([Cl:1])([Cl:12])[C:3]([C:5]1[N:6]([CH3:16])[C:7]([Br:11])=[C:8]([Br:10])[CH:9]=1)=[O:4]. (7) Given the reactants Br[C:2]1[CH:9]=[C:8]([N:10]2[C:18]3[CH2:17][C:16]([CH3:20])([CH3:19])[CH2:15][C:14](=[O:21])[C:13]=3[C:12]([CH3:22])=[CH:11]2)[CH:7]=[CH:6][C:3]=1[C:4]#[N:5].[NH2:23][C@H:24]1[CH2:29][CH2:28][C@H:27]([OH:30])[CH2:26][CH2:25]1.CC(C)([O-:34])C.[Na+].C1(C)C=CC=CC=1, predict the reaction product. The product is: [OH:30][C@H:27]1[CH2:28][CH2:29][C@H:24]([NH:23][C:2]2[CH:9]=[C:8]([N:10]3[C:18]4[CH2:17][C:16]([CH3:20])([CH3:19])[CH2:15][C:14](=[O:21])[C:13]=4[C:12]([CH3:22])=[CH:11]3)[CH:7]=[CH:6][C:3]=2[C:4]([NH2:5])=[O:34])[CH2:25][CH2:26]1. (8) Given the reactants [C:1]([O:5][C:6]([NH:8][C@@H:9]1[CH2:13][CH2:12][NH:11][CH2:10]1)=[O:7])([CH3:4])([CH3:3])[CH3:2].Br[C:15]1[CH:20]=[CH:19][C:18]([F:21])=[C:17]([F:22])[CH:16]=1, predict the reaction product. The product is: [C:1]([O:5][C:6](=[O:7])[NH:8][C@@H:9]1[CH2:13][CH2:12][N:11]([C:15]2[CH:20]=[CH:19][C:18]([F:21])=[C:17]([F:22])[CH:16]=2)[CH2:10]1)([CH3:4])([CH3:2])[CH3:3]. (9) Given the reactants [CH3:1][C:2]1[NH:13][C:12]2[CH:11]=[CH:10][C:9]([Cl:14])=[CH:8][C:7]=2[S:4](=[O:6])(=[O:5])[N:3]=1.[OH-].[OH:16][CH2:17][CH2:18][N+:19]([CH3:22])([CH3:21])[CH3:20], predict the reaction product. The product is: [CH3:1][C:2]1[N-:3][S:4](=[O:5])(=[O:6])[C:7]2[CH:8]=[C:9]([Cl:14])[CH:10]=[CH:11][C:12]=2[N:13]=1.[CH3:20][N+:19]([CH2:18][CH2:17][OH:16])([CH3:22])[CH3:21]. (10) Given the reactants [CH2:1]([O:3][CH2:4][CH2:5]Br)[CH3:2].[OH:7][C:8]1[CH:9]=[C:10]([CH:13]=[CH:14][C:15]=1[OH:16])[CH:11]=[O:12].C(=O)([O-])[O-].[Na+].[Na+].CN(C)C=O, predict the reaction product. The product is: [CH2:1]([O:3][CH2:4][CH2:5][O:16][C:15]1[CH:14]=[CH:13][C:10]([CH:11]=[O:12])=[CH:9][C:8]=1[OH:7])[CH3:2].